This data is from Reaction yield outcomes from USPTO patents with 853,638 reactions. The task is: Predict the reaction yield, written as a fraction of the theoretical maximum amount of product (1.0 means a 100% yield; for example, 0.34 means a 34% yield). (1) The reactants are Cl.[C:2]([C:4]1[CH:9]=[CH:8][C:7]([N:10]2[C:15](=[O:16])[CH:14]=[C:13]([O:17][CH:18]3[CH2:23][CH2:22][NH:21][CH2:20][CH2:19]3)[C:12]([C:24]([O:26][CH3:27])=[O:25])=[N:11]2)=[CH:6][C:5]=1[F:28])#[N:3].CCN(C(C)C)C(C)C.Cl[C:39]1[N:44]=[CH:43][C:42]([CH2:45][CH2:46][CH3:47])=[CH:41][N:40]=1.CCOC(C)=O. The catalyst is CN1C(=O)CCC1. The product is [C:2]([C:4]1[CH:9]=[CH:8][C:7]([N:10]2[C:15](=[O:16])[CH:14]=[C:13]([O:17][CH:18]3[CH2:19][CH2:20][N:21]([C:39]4[N:44]=[CH:43][C:42]([CH2:45][CH2:46][CH3:47])=[CH:41][N:40]=4)[CH2:22][CH2:23]3)[C:12]([C:24]([O:26][CH3:27])=[O:25])=[N:11]2)=[CH:6][C:5]=1[F:28])#[N:3]. The yield is 0.320. (2) The reactants are [F:1][C:2]1[CH:7]=[CH:6][C:5]([C:8]2[CH:17]=[CH:16][C:15]3[C:10](=[CH:11][CH:12]=[C:13]([S:18]([C:21]4[CH:26]=[CH:25][CH:24]=[CH:23][C:22]=4F)(=[O:20])=[O:19])[CH:14]=3)[CH:9]=2)=[CH:4][CH:3]=1.[NH:28]1[CH:32]=[CH:31][N:30]=[CH:29]1.[C:33](=[O:36])([O-])[O-:34].[K+].[K+].CS(C)=O. The catalyst is O. The product is [C:33]([O:34][CH2:26][CH3:21])(=[O:36])[CH3:29].[CH3:2][CH2:3][CH2:4][CH:5]([CH3:8])[CH3:6].[F:1][C:2]1[CH:3]=[CH:4][C:5]([C:8]2[CH:9]=[C:10]3[C:15](=[CH:16][CH:17]=2)[CH:14]=[C:13]([S:18]([C:21]2[CH:26]=[CH:25][CH:24]=[CH:23][C:22]=2[N:28]2[CH:32]=[CH:31][N:30]=[CH:29]2)(=[O:19])=[O:20])[CH:12]=[CH:11]3)=[CH:6][CH:7]=1. The yield is 0.800. (3) The reactants are [NH2:1][C:2]1[CH:36]=[CH:35][C:5]([O:6][C:7]2[CH:12]=[CH:11][N:10]=[C:9]3[CH:13]=[C:14]([C:16]4[N:17]([CH3:34])[C:18]([CH2:21][N:22]([CH2:30][CH2:31][O:32][CH3:33])[C:23](=[O:29])[O:24][C:25]([CH3:28])([CH3:27])[CH3:26])=[CH:19][N:20]=4)[S:15][C:8]=23)=[C:4]([F:37])[CH:3]=1.[F:38][C:39]1[CH:44]=[C:43]([F:45])[CH:42]=[CH:41][C:40]=1[N:46]=[C:47]=[O:48]. The catalyst is C(Cl)Cl. The product is [F:38][C:39]1[CH:44]=[C:43]([F:45])[CH:42]=[CH:41][C:40]=1[NH:46][C:47](=[O:48])[NH:1][C:2]1[CH:36]=[CH:35][C:5]([O:6][C:7]2[CH:12]=[CH:11][N:10]=[C:9]3[CH:13]=[C:14]([C:16]4[N:17]([CH3:34])[C:18]([CH2:21][N:22]([CH2:30][CH2:31][O:32][CH3:33])[C:23](=[O:29])[O:24][C:25]([CH3:28])([CH3:27])[CH3:26])=[CH:19][N:20]=4)[S:15][C:8]=23)=[C:4]([F:37])[CH:3]=1. The yield is 0.930. (4) The catalyst is CN(C)C=O. The yield is 0.760. The product is [Br:1][C:16]1[CH:15]=[N:14][N:18]2[CH:19]=[CH:20][CH:21]=[CH:22][C:17]=12. The reactants are [Br:1]N1C(=O)CCC1=O.C(=O)([O-])O.[Na+].[N:14]1[N:18]2[CH:19]=[CH:20][CH:21]=[CH:22][C:17]2=[C:16](C(O)=O)[CH:15]=1.O. (5) The reactants are [OH:1][C:2]1[CH:3]=[CH:4][C:5]2[O:19][CH2:18][C:8]3(C4[C:11](=CC=CC=4)[NH:10][C:9]3=[O:17])[C:6]=2[CH:7]=1.[C:33]1(P([C:33]2[CH:38]=[CH:37][CH:36]=[CH:35][CH:34]=2)[C:33]2[CH:38]=[CH:37][CH:36]=[CH:35][CH:34]=2)[CH:38]=[CH:37][CH:36]=[CH:35][CH:34]=1.CO.N(C(OCC)=O)=N[C:43](OCC)=O. The catalyst is O1CCCC1. The product is [CH3:43][O:1][C:2]1[CH:3]=[CH:4][C:5]2[O:19][CH2:18][C:8]3([C:34]4[C:33](=[CH:38][CH:37]=[CH:36][CH:35]=4)[N:10]([CH3:11])[C:9]3=[O:17])[C:6]=2[CH:7]=1. The yield is 0.140.